Dataset: NCI-60 drug combinations with 297,098 pairs across 59 cell lines. Task: Regression. Given two drug SMILES strings and cell line genomic features, predict the synergy score measuring deviation from expected non-interaction effect. (1) Drug 1: CCC(=C(C1=CC=CC=C1)C2=CC=C(C=C2)OCCN(C)C)C3=CC=CC=C3.C(C(=O)O)C(CC(=O)O)(C(=O)O)O. Drug 2: CN(CCCl)CCCl.Cl. Cell line: HS 578T. Synergy scores: CSS=-0.149, Synergy_ZIP=0.265, Synergy_Bliss=-1.13, Synergy_Loewe=-6.01, Synergy_HSA=-4.28. (2) Drug 1: CS(=O)(=O)CCNCC1=CC=C(O1)C2=CC3=C(C=C2)N=CN=C3NC4=CC(=C(C=C4)OCC5=CC(=CC=C5)F)Cl. Drug 2: CS(=O)(=O)OCCCCOS(=O)(=O)C. Cell line: HCT116. Synergy scores: CSS=18.2, Synergy_ZIP=-4.41, Synergy_Bliss=2.95, Synergy_Loewe=5.01, Synergy_HSA=5.02. (3) Drug 1: CC1=C(C=C(C=C1)NC(=O)C2=CC=C(C=C2)CN3CCN(CC3)C)NC4=NC=CC(=N4)C5=CN=CC=C5. Drug 2: CC1=C(C=C(C=C1)C(=O)NC2=CC(=CC(=C2)C(F)(F)F)N3C=C(N=C3)C)NC4=NC=CC(=N4)C5=CN=CC=C5. Cell line: SR. Synergy scores: CSS=-6.09, Synergy_ZIP=2.64, Synergy_Bliss=1.25, Synergy_Loewe=-7.51, Synergy_HSA=-6.48. (4) Synergy scores: CSS=17.2, Synergy_ZIP=-6.15, Synergy_Bliss=-2.99, Synergy_Loewe=-25.3, Synergy_HSA=-3.32. Drug 1: CC1OCC2C(O1)C(C(C(O2)OC3C4COC(=O)C4C(C5=CC6=C(C=C35)OCO6)C7=CC(=C(C(=C7)OC)O)OC)O)O. Cell line: SK-MEL-28. Drug 2: C1CNP(=O)(OC1)N(CCCl)CCCl. (5) Drug 1: CN(C)C1=NC(=NC(=N1)N(C)C)N(C)C. Drug 2: C1=NC(=NC(=O)N1C2C(C(C(O2)CO)O)O)N. Cell line: COLO 205. Synergy scores: CSS=-5.49, Synergy_ZIP=0.473, Synergy_Bliss=-2.14, Synergy_Loewe=-24.7, Synergy_HSA=-9.56. (6) Drug 1: C1=NC2=C(N=C(N=C2N1C3C(C(C(O3)CO)O)O)F)N. Drug 2: C1CNP(=O)(OC1)N(CCCl)CCCl. Cell line: RXF 393. Synergy scores: CSS=-3.00, Synergy_ZIP=1.92, Synergy_Bliss=1.73, Synergy_Loewe=-2.45, Synergy_HSA=-2.43. (7) Drug 1: CCC1(CC2CC(C3=C(CCN(C2)C1)C4=CC=CC=C4N3)(C5=C(C=C6C(=C5)C78CCN9C7C(C=CC9)(C(C(C8N6C=O)(C(=O)OC)O)OC(=O)C)CC)OC)C(=O)OC)O.OS(=O)(=O)O. Drug 2: C1=NC2=C(N=C(N=C2N1C3C(C(C(O3)CO)O)F)Cl)N. Cell line: SF-268. Synergy scores: CSS=-0.641, Synergy_ZIP=-1.72, Synergy_Bliss=-3.75, Synergy_Loewe=-3.73, Synergy_HSA=-3.41. (8) Drug 1: CC(CN1CC(=O)NC(=O)C1)N2CC(=O)NC(=O)C2. Drug 2: B(C(CC(C)C)NC(=O)C(CC1=CC=CC=C1)NC(=O)C2=NC=CN=C2)(O)O. Cell line: NCIH23. Synergy scores: CSS=16.8, Synergy_ZIP=-0.381, Synergy_Bliss=-0.831, Synergy_Loewe=1.37, Synergy_HSA=1.76. (9) Drug 1: C1=NNC2=C1C(=O)NC=N2. Drug 2: C(CN)CNCCSP(=O)(O)O. Cell line: CCRF-CEM. Synergy scores: CSS=5.47, Synergy_ZIP=-3.06, Synergy_Bliss=-0.602, Synergy_Loewe=-3.43, Synergy_HSA=-2.26.